This data is from Catalyst prediction with 721,799 reactions and 888 catalyst types from USPTO. The task is: Predict which catalyst facilitates the given reaction. (1) Reactant: [C:1]([CH:3]1C[CH2:4]1)#[CH:2].[Cl:6][C:7]1[CH:12]=[C:11]2[NH:13][C:14](=[O:40])[C:15]3([CH:20]([C:21]4[CH:26]=[CH:25][CH:24]=[C:23]([Cl:27])[CH:22]=4)[CH2:19][C:18](=[O:28])[NH:17][CH:16]3[C:29]3[CH:34]=[C:33](I)[CH:32]=[CH:31][C:30]=3[O:36][CH2:37][CH2:38][OH:39])[C:10]2=[CH:9][CH:8]=1.C(N([CH2:46][CH3:47])CC)C.[CH3:48]N(C)C=O. Product: [Cl:6][C:7]1[CH:12]=[C:11]2[NH:13][C:14](=[O:40])[C:15]3([CH:20]([C:21]4[CH:26]=[CH:25][CH:24]=[C:23]([Cl:27])[CH:22]=4)[CH2:19][C:18](=[O:28])[NH:17][CH:16]3[C:29]3[CH:34]=[C:33]([C:2]#[C:1][CH:3]([CH:47]4[CH2:46][CH2:48]4)[CH3:4])[CH:32]=[CH:31][C:30]=3[O:36][CH2:37][CH2:38][OH:39])[C:10]2=[CH:9][CH:8]=1. The catalyst class is: 724. (2) The catalyst class is: 589. Product: [CH3:16][O:15][CH:3]([O:2][CH3:1])[C:4]1[C:5]([F:14])=[C:6]([CH:7]=[C:8]([O:10][CH3:11])[CH:9]=1)[CH2:12][O:13][CH2:20][CH2:21][O:22][CH:23]1[CH2:28][CH2:27][CH2:26][CH2:25][O:24]1. Reactant: [CH3:1][O:2][CH:3]([O:15][CH3:16])[C:4]1[C:5]([F:14])=[C:6]([CH2:12][OH:13])[CH:7]=[C:8]([O:10][CH3:11])[CH:9]=1.[H-].[Na+].Br[CH2:20][CH2:21][O:22][CH:23]1[CH2:28][CH2:27][CH2:26][CH2:25][O:24]1.O.